This data is from Peptide-MHC class I binding affinity with 185,985 pairs from IEDB/IMGT. The task is: Regression. Given a peptide amino acid sequence and an MHC pseudo amino acid sequence, predict their binding affinity value. This is MHC class I binding data. (1) The peptide sequence is SVDSDHLGY. The MHC is HLA-B27:03 with pseudo-sequence HLA-B27:03. The binding affinity (normalized) is 0.0847. (2) The peptide sequence is NTANPDWDFN. The MHC is HLA-A68:02 with pseudo-sequence HLA-A68:02. The binding affinity (normalized) is 0.